This data is from Catalyst prediction with 721,799 reactions and 888 catalyst types from USPTO. The task is: Predict which catalyst facilitates the given reaction. Reactant: Cl[C:2]1[N:7]=[C:6]([NH:8][C@@H:9]2[CH2:14][CH2:13][CH2:12][CH2:11][C@@H:10]2[NH:15]C(=O)OC(C)(C)C)[CH:5]=[N:4][C:3]=1[C:23]#[N:24].[N:25]1[S:26][C:27]([NH2:34])=[C:28]2[CH:33]=[CH:32][CH:31]=[N:30][C:29]=12.C([O-])([O-])=O.[Cs+].[Cs+].C1(P(C2CCCCC2)C2C=CC=CC=2C2C(N(C)C)=CC=CC=2)CCCCC1. Product: [NH2:15][C@H:10]1[CH2:11][CH2:12][CH2:13][CH2:14][C@H:9]1[NH:8][C:6]1[N:7]=[C:2]([NH:34][C:27]2[S:26][N:25]=[C:29]3[C:28]=2[CH:33]=[CH:32][CH:31]=[N:30]3)[C:3]([C:23]#[N:24])=[N:4][CH:5]=1. The catalyst class is: 62.